This data is from Forward reaction prediction with 1.9M reactions from USPTO patents (1976-2016). The task is: Predict the product of the given reaction. Given the reactants [C:1]1([C:7]2[NH:8][C:9]3[CH:15]=[C:14]([CH2:16][CH2:17][OH:18])[CH:13]=[CH:12][C:10]=3[N:11]=2)[CH:6]=[CH:5][CH:4]=[CH:3][CH:2]=1.[S:19](Cl)([C:22]1[CH:28]=[CH:27][C:25]([CH3:26])=[CH:24][CH:23]=1)(=[O:21])=[O:20], predict the reaction product. The product is: [C:1]1([C:7]2[NH:8][C:9]3[CH:15]=[C:14]([CH2:16][CH2:17][O:18][S:19]([C:22]4[CH:28]=[CH:27][C:25]([CH3:26])=[CH:24][CH:23]=4)(=[O:21])=[O:20])[CH:13]=[CH:12][C:10]=3[N:11]=2)[CH:6]=[CH:5][CH:4]=[CH:3][CH:2]=1.